From a dataset of Catalyst prediction with 721,799 reactions and 888 catalyst types from USPTO. Predict which catalyst facilitates the given reaction. (1) Reactant: Cl.[F:2][C:3]1[CH:8]=[CH:7][C:6]([C:9]2[O:13][N:12]=[C:11]([C@H:14]3[CH2:19][CH2:18][CH2:17][NH:16][CH2:15]3)[N:10]=2)=[CH:5][CH:4]=1.C(N(CC)CC)C.[F:27][C:28]1[CH:36]=[CH:35][C:31]([C:32](Cl)=[O:33])=[CH:30][CH:29]=1.O. Product: [F:27][C:28]1[CH:36]=[CH:35][C:31]([C:32]([N:16]2[CH2:17][CH2:18][CH2:19][C@H:14]([C:11]3[N:10]=[C:9]([C:6]4[CH:7]=[CH:8][C:3]([F:2])=[CH:4][CH:5]=4)[O:13][N:12]=3)[CH2:15]2)=[O:33])=[CH:30][CH:29]=1. The catalyst class is: 4. (2) The catalyst class is: 49. Product: [C:18]([O:17][C:16](=[O:22])[NH:15][C:12]1[CH:13]=[CH:14][C:9]([F:8])=[CH:10][C:11]=1[NH:23][C:24]1[N:25]=[C:26]([NH:1][CH:2]2[CH2:7][CH2:6][O:5][CH2:4][CH2:3]2)[C:27]([N+:33]([O-:35])=[O:34])=[CH:28][N:29]=1)([CH3:21])([CH3:19])[CH3:20]. Reactant: [NH2:1][CH:2]1[CH2:7][CH2:6][O:5][CH2:4][CH2:3]1.[F:8][C:9]1[CH:14]=[CH:13][C:12]([NH:15][C:16](=[O:22])[O:17][C:18]([CH3:21])([CH3:20])[CH3:19])=[C:11]([NH:23][C:24]2[N:29]=[C:28](SC#N)[C:27]([N+:33]([O-:35])=[O:34])=[CH:26][N:25]=2)[CH:10]=1.C(N(CC)C(C)C)(C)C.